Dataset: Full USPTO retrosynthesis dataset with 1.9M reactions from patents (1976-2016). Task: Predict the reactants needed to synthesize the given product. (1) The reactants are: [NH2:1][CH:2]1[CH2:6][CH2:5][N:4]([CH2:7][CH:8]([OH:16])[CH2:9][C:10]2[CH:15]=[CH:14][CH:13]=[CH:12][CH:11]=2)[CH2:3]1.CCN(C(C)C)C(C)C.Cl[C:27]1[N:32]=[CH:31][N:30]=[C:29]2[N:33](C3CCCCO3)[N:34]=[CH:35][C:28]=12. Given the product [C:10]1([CH2:9][CH:8]([OH:16])[CH2:7][N:4]2[CH2:5][CH2:6][CH:2]([NH:1][C:27]3[N:32]=[CH:31][N:30]=[C:29]4[NH:33][N:34]=[CH:35][C:28]=34)[CH2:3]2)[CH:15]=[CH:14][CH:13]=[CH:12][CH:11]=1, predict the reactants needed to synthesize it. (2) Given the product [CH3:30][C:31]1[CH:32]=[C:33]([CH:38]=[CH:39][CH:40]=1)[CH2:34][NH:35][C:36]([C:17]1[S:16][C:11]2[N:10]([C:9](=[O:19])[N:8]([CH2:1][C:2]3[CH:3]=[CH:4][CH:5]=[CH:6][CH:7]=3)[C:13](=[O:14])[C:12]=2[CH3:15])[CH:18]=1)=[O:37], predict the reactants needed to synthesize it. The reactants are: [CH2:1]([N:8]1[C:13](=[O:14])[C:12]([CH3:15])=[C:11]2[S:16][CH:17]=[CH:18][N:10]2[C:9]1=[O:19])[C:2]1[CH:7]=[CH:6][CH:5]=[CH:4][CH:3]=1.C[Si](C)(C)N[Si](C)(C)C.[Li].[CH3:30][C:31]1[CH:32]=[C:33]([CH:38]=[CH:39][CH:40]=1)[CH2:34][N:35]=[C:36]=[O:37].[Cl-].[NH4+]. (3) Given the product [NH2:42][C@H:43]([C:35]([NH:1][C@H:2]([C:12]([NH:14][C@H:15]([C:25]([OH:27])=[O:26])[CH2:16][CH2:17][C:18](=[O:24])[OH:19])=[O:13])[CH2:3][CH2:4][C:5](=[O:11])[OH:6])=[O:37])[CH2:44][CH2:45][C:46](=[O:47])[OH:48].[CH3:52][N:53]1[C@@H:70]2[CH2:71][C:58]3[CH:59]=[CH:60][C:61]([O:72][CH3:73])=[C:62]4[O:63][C@H:64]5[C:65]([CH2:67][CH2:68][C@@H:69]2[C@:56]5([C:57]=34)[CH2:55][CH2:54]1)=[O:66], predict the reactants needed to synthesize it. The reactants are: [NH:1]([C:35]([O:37]C(C)(C)C)=O)[C@H:2]([C:12]([NH:14][C@H:15]([C:25]([O:27]N1C(=O)CCC1=O)=[O:26])[CH2:16][CH2:17][C:18](=[O:24])[O:19]C(C)(C)C)=[O:13])[CH2:3][CH2:4][C:5](=[O:11])[O:6]C(C)(C)C.[NH2:42][C@H:43](C(O)=O)[CH2:44][CH2:45][C:46](=[O:48])[OH:47].[CH3:52][N:53]1[C@@H:70]2[CH2:71][C:58]3[CH:59]=[CH:60][C:61]([O:72][CH3:73])=[C:62]4[O:63][C@H:64]5[C:65]([CH2:67][CH2:68][C@@H:69]2[C@:56]5([C:57]=34)[CH2:55][CH2:54]1)=[O:66]. (4) Given the product [CH3:38][C:37]([CH3:40])([CH3:39])[CH2:36][C:41]1[CH:46]=[CH:45][C:44]2[N:47]=[C:17]([C:9]3([NH2:20])[CH2:8][C:16]4[C:11](=[CH:12][CH:13]=[CH:14][CH:15]=4)[CH2:10]3)[NH:48][C:43]=2[CH:42]=1, predict the reactants needed to synthesize it. The reactants are: C([CH:8]1[C:16]2[C:11](=[CH:12][CH:13]=[CH:14][CH:15]=2)[CH2:10][C:9]1([NH2:20])[C:17](O)=O)(OC(C)(C)C)=O.CN1CCOCC1.C(OC(Cl)=O)C(C)C.[CH2:36]([C:41]1[CH:42]=[C:43]([NH2:48])[C:44]([NH2:47])=[CH:45][CH:46]=1)[C:37]([CH3:40])([CH3:39])[CH3:38].C(O)(=O)C.FC(F)(F)C(O)=O. (5) Given the product [CH3:12][C:9]1[CH:8]=[CH:7][C:6]2[C:11](=[C:2]([CH:20]([C:21]([O:23][CH2:24][CH3:25])=[O:22])[C:19]([O:27][CH2:28][CH3:29])=[O:26])[CH:3]=[CH:4][CH:5]=2)[N:10]=1, predict the reactants needed to synthesize it. The reactants are: Br[C:2]1[CH:3]=[CH:4][CH:5]=[C:6]2[C:11]=1[N:10]=[C:9]([CH3:12])[CH:8]=[CH:7]2.C([O-])([O-])=O.[Cs+].[Cs+].[C:19]([O:27][CH2:28][CH3:29])(=[O:26])[CH2:20][C:21]([O:23][CH2:24][CH3:25])=[O:22].C(OCC)(=O)C. (6) The reactants are: [OH:1][C:2]1[CH:9]=[CH:8][C:5]([CH:6]=[O:7])=[CH:4][CH:3]=1.C(=O)([O-])[O-].[K+].[K+].Cl[CH2:17][C@H:18]1[CH2:22][O:21][C:20]([CH3:24])([CH3:23])[O:19]1. Given the product [CH3:23][C:20]1([CH3:24])[O:19][C@@H:18]([CH2:17][O:1][C:2]2[CH:9]=[CH:8][C:5]([CH:6]=[O:7])=[CH:4][CH:3]=2)[CH2:22][O:21]1, predict the reactants needed to synthesize it. (7) Given the product [C:22]([O:26][C:27]([N:29]1[CH2:47][CH2:46][N:32]2[C:33](=[O:45])[C:34]3[C:39]([C@@H:31]2[CH2:30]1)=[CH:38][C:37]([NH2:61])=[CH:36][C:35]=3[C:41]([F:44])([F:43])[F:42])=[O:28])([CH3:25])([CH3:24])[CH3:23], predict the reactants needed to synthesize it. The reactants are: C(P(C(C)(C)C)C1C=CC=CC=1C1C=CC=CC=1)(C)(C)C.[C:22]([O:26][C:27]([N:29]1[CH2:47][CH2:46][N:32]2[C:33](=[O:45])[C:34]3[C:39]([C@@H:31]2[CH2:30]1)=[CH:38][C:37](Br)=[CH:36][C:35]=3[C:41]([F:44])([F:43])[F:42])=[O:28])([CH3:25])([CH3:24])[CH3:23].C(=[NH:61])(C1C=CC=CC=1)C1C=CC=CC=1.CC(C)([O-])C.[Na+].C([O-])(=O)C.[Na+].Cl.NO.